From a dataset of Peptide-MHC class II binding affinity with 134,281 pairs from IEDB. Regression. Given a peptide amino acid sequence and an MHC pseudo amino acid sequence, predict their binding affinity value. This is MHC class II binding data. (1) The peptide sequence is KTRRFLPQILAECAR. The MHC is DRB1_1501 with pseudo-sequence DRB1_1501. The binding affinity (normalized) is 0.415. (2) The peptide sequence is AAATAGTTVYTAFAA. The MHC is HLA-DQA10401-DQB10402 with pseudo-sequence HLA-DQA10401-DQB10402. The binding affinity (normalized) is 0.227. (3) The peptide sequence is YDKFLANISTVLTGK. The MHC is DRB1_0405 with pseudo-sequence DRB1_0405. The binding affinity (normalized) is 0.392. (4) The peptide sequence is FNILTGKKITAHLKRHHHHHH. The MHC is DRB5_0101 with pseudo-sequence DRB5_0101. The binding affinity (normalized) is 0.936. (5) The peptide sequence is AFKVAAVAANAAPAN. The MHC is DRB1_0901 with pseudo-sequence DRB1_0901. The binding affinity (normalized) is 0.673.